From a dataset of Reaction yield outcomes from USPTO patents with 853,638 reactions. Predict the reaction yield, written as a fraction of the theoretical maximum amount of product (1.0 means a 100% yield; for example, 0.34 means a 34% yield). The reactants are [Si:1]([O:8][CH:9]([C:33]([CH3:36])([CH3:35])[CH3:34])[CH2:10][O:11][C:12]1[CH:17]=[CH:16][C:15]([C:18]([C:23]2[CH:30]=[CH:29][C:26]([CH:27]=O)=[C:25]([CH3:31])[CH:24]=2)([CH2:21][CH3:22])[CH2:19][CH3:20])=[CH:14][C:13]=1[CH3:32])([C:4]([CH3:7])([CH3:6])[CH3:5])([CH3:3])[CH3:2].CCN(CC)CC.Cl.[NH2:45][CH2:46][CH2:47][S:48]([CH3:51])(=[O:50])=[O:49]. The catalyst is CO.CC(O[Ti](OC(C)C)(OC(C)C)OC(C)C)C. The product is [Si:1]([O:8][CH:9]([C:33]([CH3:34])([CH3:35])[CH3:36])[CH2:10][O:11][C:12]1[CH:17]=[CH:16][C:15]([C:18]([C:23]2[CH:30]=[CH:29][C:26]([CH2:27][NH:45][CH2:46][CH2:47][S:48]([CH3:51])(=[O:50])=[O:49])=[C:25]([CH3:31])[CH:24]=2)([CH2:21][CH3:22])[CH2:19][CH3:20])=[CH:14][C:13]=1[CH3:32])([C:4]([CH3:5])([CH3:6])[CH3:7])([CH3:2])[CH3:3]. The yield is 0.510.